Dataset: Full USPTO retrosynthesis dataset with 1.9M reactions from patents (1976-2016). Task: Predict the reactants needed to synthesize the given product. (1) Given the product [C:15]([O:19][C:20](=[O:27])[NH:21][C:22]([CH3:26])([CH3:25])[CH2:23][NH:31][C:30]1[C:29]([F:28])=[CH:35][CH:34]=[CH:33][C:32]=1[F:36])([CH3:18])([CH3:17])[CH3:16], predict the reactants needed to synthesize it. The reactants are: C(O[BH-](OC(=O)C)OC(=O)C)(=O)C.[Na+].[C:15]([O:19][C:20](=[O:27])[NH:21][C:22]([CH3:26])([CH3:25])[CH:23]=O)([CH3:18])([CH3:17])[CH3:16].[F:28][C:29]1[CH:35]=[CH:34][CH:33]=[C:32]([F:36])[C:30]=1[NH2:31].C(O)(=O)C.C(=O)(O)[O-].[Na+]. (2) Given the product [Br:15][CH2:13][C:12]([C:8]1[CH:9]=[CH:10][CH:11]=[C:6]([O:5][CH2:4][CH2:3][CH2:2][Cl:1])[CH:7]=1)=[O:14], predict the reactants needed to synthesize it. The reactants are: [Cl:1][CH2:2][CH2:3][CH2:4][O:5][C:6]1[CH:7]=[C:8]([C:12](=[O:14])[CH3:13])[CH:9]=[CH:10][CH:11]=1.[Br:15]Br.C(=O)(O)[O-].[Na+].